From a dataset of Forward reaction prediction with 1.9M reactions from USPTO patents (1976-2016). Predict the product of the given reaction. (1) Given the reactants [C:1]1([CH2:11][OH:12])[C:10]2[C:5](=[CH:6][CH:7]=[CH:8][CH:9]=2)[CH:4]=[CH:3][N:2]=1.[NH2:13][C:14]1[CH:19]=[CH:18][C:17](O)=[C:16]([Cl:21])[CH:15]=1.ClC1C=C(N)C=CC=1OCC1C=CC=CN=1, predict the reaction product. The product is: [Cl:21][C:16]1[CH:15]=[C:14]([NH2:13])[CH:19]=[CH:18][C:17]=1[O:12][CH2:11][C:1]1[C:10]2[C:5](=[CH:6][CH:7]=[CH:8][CH:9]=2)[CH:4]=[CH:3][N:2]=1. (2) Given the reactants [Cl:1][C:2]1[CH:3]=[N:4][C:5]2[N:6]([N:8]=[C:9]([C:11]([OH:13])=O)[CH:10]=2)[CH:7]=1.[CH3:14][O:15][C:16]1[CH:17]=[C:18]2[C:23](=[CH:24][C:25]=1[O:26][CH3:27])[CH:22]([CH3:28])[NH:21][CH2:20][CH2:19]2, predict the reaction product. The product is: [Cl:1][C:2]1[CH:3]=[N:4][C:5]2[N:6]([N:8]=[C:9]([C:11]([N:21]3[CH2:20][CH2:19][C:18]4[C:23](=[CH:24][C:25]([O:26][CH3:27])=[C:16]([O:15][CH3:14])[CH:17]=4)[CH:22]3[CH3:28])=[O:13])[CH:10]=2)[CH:7]=1. (3) Given the reactants [Cl:1][C:2]1[N:7]=[C:6]([O:8][C:9]2[C:14]([CH3:15])=[CH:13][C:12]([CH3:16])=[CH:11][C:10]=2[CH3:17])[C:5]([C:18]([OH:20])=O)=[CH:4][CH:3]=1.CN(C(ON1N=NC2C=CC=NC1=2)=[N+](C)C)C.F[P-](F)(F)(F)(F)F.[F:45][C:46]1[N:51]=[C:50]([S:52]([NH2:55])(=[O:54])=[O:53])[CH:49]=[CH:48][CH:47]=1.C(N(C(C)C)C(C)C)C, predict the reaction product. The product is: [Cl:1][C:2]1[N:7]=[C:6]([O:8][C:9]2[C:10]([CH3:17])=[CH:11][C:12]([CH3:16])=[CH:13][C:14]=2[CH3:15])[C:5]([C:18]([NH:55][S:52]([C:50]2[CH:49]=[CH:48][CH:47]=[C:46]([F:45])[N:51]=2)(=[O:53])=[O:54])=[O:20])=[CH:4][CH:3]=1. (4) The product is: [Cl:1][C:2]1[CH:3]=[C:4]([C:5]2[N:10]=[C:9]([NH2:11])[NH:8][N:7]=2)[CH:12]=[CH:13][CH:14]=1. Given the reactants [Cl:1][C:2]1[CH:3]=[C:4]([CH:12]=[CH:13][CH:14]=1)[C:5]([NH:7][NH:8][C:9](=[NH:11])[NH2:10])=O, predict the reaction product.